From a dataset of Reaction yield outcomes from USPTO patents with 853,638 reactions. Predict the reaction yield, written as a fraction of the theoretical maximum amount of product (1.0 means a 100% yield; for example, 0.34 means a 34% yield). (1) The reactants are [CH3:1][O:2][C:3](=[O:9])[C@@H:4]([CH2:6][CH2:7][CH3:8])[NH2:5].[C:10](O[C:10](=[O:13])[CH2:11][CH3:12])(=[O:13])[CH2:11][CH3:12]. The catalyst is C(=O)([O-])O.[Na+]. The product is [CH3:1][O:2][C:3](=[O:9])[C@@H:4]([CH2:6][CH2:7][CH3:8])[NH:5][C:10](=[O:13])[CH2:11][CH3:12]. The yield is 0.990. (2) The reactants are [CH3:1][C:2]([CH3:7])([CH3:6])[CH2:3][Mg]Cl.[Cu](C#N)C#N.Br[C:14]1[N:32]=[CH:31][CH:30]=[CH:29][C:15]=1[C:16]([NH:18][C:19]1[CH:24]=[CH:23][CH:22]=[C:21]([C:25]([CH3:28])([CH3:27])[CH3:26])[CH:20]=1)=[O:17].[Cl-].[NH4+]. The catalyst is C1COCC1.C(OCC)(=O)C. The product is [C:25]([C:21]1[CH:20]=[C:19]([NH:18][C:16](=[O:17])[C:15]2[CH:29]=[CH:30][CH:31]=[N:32][C:14]=2[CH2:1][C:2]([CH3:7])([CH3:6])[CH3:3])[CH:24]=[CH:23][CH:22]=1)([CH3:28])([CH3:27])[CH3:26]. The yield is 0.860. (3) The reactants are [CH3:1][O:2][C:3]([C:5]1[N:6]=[CH:7][C:8]2[C:13]([C:14]=1[OH:15])=[CH:12][CH:11]=[C:10]([O:16][C:17]1[CH:22]=[CH:21][CH:20]=[CH:19][CH:18]=1)[CH:9]=2)=[O:4].[Br:23]N1C(=O)CCC1=O. The catalyst is C(Cl)(Cl)(Cl)Cl.C(OOC(=O)C1C=CC=CC=1)(=O)C1C=CC=CC=1. The product is [CH3:1][O:2][C:3]([C:5]1[N:6]=[C:7]([Br:23])[C:8]2[C:13]([C:14]=1[OH:15])=[CH:12][CH:11]=[C:10]([O:16][C:17]1[CH:22]=[CH:21][CH:20]=[CH:19][CH:18]=1)[CH:9]=2)=[O:4]. The yield is 0.580. (4) The reactants are [C:1]([N:4]1[CH:13]=[CH:12][C:11]2[C:6](=[C:7]([F:15])[CH:8]=[CH:9][C:10]=2[CH3:14])[CH:5]1[C:16]([O:18][CH2:19][CH3:20])=[O:17])(=[O:3])[CH3:2]. The catalyst is C(O)C.[Pd]. The product is [C:1]([N:4]1[CH2:13][CH2:12][C:11]2[C:6](=[C:7]([F:15])[CH:8]=[CH:9][C:10]=2[CH3:14])[CH:5]1[C:16]([O:18][CH2:19][CH3:20])=[O:17])(=[O:3])[CH3:2]. The yield is 0.840. (5) The reactants are [Cl:1][C:2]1[CH:34]=[CH:33][C:5]([CH2:6][N:7]2[C:15]3[C:14](=[O:16])[N:13]([CH2:17][CH2:18][CH2:19][O:20][CH:21]4[CH2:26][CH2:25][CH2:24][CH2:23][O:22]4)[C:12](=[O:27])[N:11]([CH3:28])[C:10]=3[N:9]=[C:8]2[C:29]#[C:30][CH2:31][OH:32])=[CH:4][CH:3]=1. The catalyst is CO.[Pd]. The product is [Cl:1][C:2]1[CH:3]=[CH:4][C:5]([CH2:6][N:7]2[C:15]3[C:14](=[O:16])[N:13]([CH2:17][CH2:18][CH2:19][O:20][CH:21]4[CH2:26][CH2:25][CH2:24][CH2:23][O:22]4)[C:12](=[O:27])[N:11]([CH3:28])[C:10]=3[N:9]=[C:8]2[CH2:29][CH2:30][CH2:31][OH:32])=[CH:33][CH:34]=1. The yield is 0.826.